Dataset: Catalyst prediction with 721,799 reactions and 888 catalyst types from USPTO. Task: Predict which catalyst facilitates the given reaction. (1) Reactant: [OH:1][CH:2]1[CH2:5][N:4]([C:6]2[CH:11]=[CH:10][C:9]([N+:12]([O-])=O)=[CH:8][N:7]=2)[CH2:3]1. Product: [OH:1][CH:2]1[CH2:3][N:4]([C:6]2[CH:11]=[CH:10][C:9]([NH2:12])=[CH:8][N:7]=2)[CH2:5]1. The catalyst class is: 45. (2) Reactant: [Si](O[C@H](CO[Si](C(C)(C)C)(C)C)C[N:11]1[C:19]2[C:14](=[CH:15][C:16]([CH2:20]Br)=[CH:17][CH:18]=2)[CH:13]=[C:12]1[C:22]#[N:23])(C(C)(C)C)(C)C.[NH:33]1[CH2:38][CH2:37][CH:36]([NH:39][C:40]2[C:41]3[CH:48]=[C:47]([CH2:49][C:50]([F:53])([F:52])[F:51])[S:46][C:42]=3[N:43]=[CH:44][N:45]=2)[CH2:35][CH2:34]1.CCN(C(C)C)C(C)C. Product: [F:52][C:50]([F:51])([F:53])[CH2:49][C:47]1[S:46][C:42]2[N:43]=[CH:44][N:45]=[C:40]([NH:39][CH:36]3[CH2:35][CH2:34][N:33]([CH2:20][C:16]4[CH:15]=[C:14]5[C:19](=[CH:18][CH:17]=4)[NH:11][C:12]([C:22]#[N:23])=[CH:13]5)[CH2:38][CH2:37]3)[C:41]=2[CH:48]=1. The catalyst class is: 2. (3) Reactant: [N:1]1[CH:6]=[CH:5][CH:4]=[CH:3][C:2]=1[C:7]1[N:11]=[C:10]([C:12]2[CH:17]=[C:16]([N+:18]([O-])=O)[CH:15]=[C:14]([C:21]#[N:22])[CH:13]=2)[O:9][N:8]=1.O.O.[Sn](Cl)Cl.ClCCl. The catalyst class is: 8. Product: [N:1]1[CH:6]=[CH:5][CH:4]=[CH:3][C:2]=1[C:7]1[N:11]=[C:10]([C:12]2[CH:13]=[C:14]([C:21]#[N:22])[CH:15]=[C:16]([NH2:18])[CH:17]=2)[O:9][N:8]=1. (4) Reactant: [CH3:1][CH:2]1[N:7]2[C:8]3[N:14]=[C:13]([C:15]([O-:17])=[O:16])[CH:12]=[CH:11][C:9]=3[CH:10]=[C:6]2[C:5](=[O:18])[NH:4][CH2:3]1.[OH-].[Na+].Cl. Product: [CH3:1][CH:2]1[N:7]2[C:8]3[N:14]=[C:13]([C:15]([OH:17])=[O:16])[CH:12]=[CH:11][C:9]=3[CH:10]=[C:6]2[C:5](=[O:18])[NH:4][CH2:3]1. The catalyst class is: 5. (5) Reactant: [Cl:1][C:2]1[CH:3]=[CH:4][C:5]([NH:12][C:13]2[CH:14]=[C:15]3[C:19](=[CH:20][CH:21]=2)[N:18]([CH2:22][C:23]2[CH:28]=[CH:27][CH:26]=[C:25]([OH:29])[CH:24]=2)[CH:17]=[CH:16]3)=[C:6]([CH:11]=1)[C:7]([O:9]C)=[O:8].[OH-].[Na+].O.Cl. Product: [Cl:1][C:2]1[CH:3]=[CH:4][C:5]([NH:12][C:13]2[CH:14]=[C:15]3[C:19](=[CH:20][CH:21]=2)[N:18]([CH2:22][C:23]2[CH:28]=[CH:27][CH:26]=[C:25]([OH:29])[CH:24]=2)[CH:17]=[CH:16]3)=[C:6]([CH:11]=1)[C:7]([OH:9])=[O:8]. The catalyst class is: 8. (6) Reactant: [F:1][CH:2]([F:11])[O:3][C:4]1[CH:10]=[CH:9][C:7]([NH2:8])=[CH:6][CH:5]=1.[I:12]Cl.O. The catalyst class is: 52. Product: [I:12][C:9]1[CH:10]=[C:4]([O:3][CH:2]([F:11])[F:1])[CH:5]=[CH:6][C:7]=1[NH2:8]. (7) Reactant: [H-].[Na+].[CH3:3][C:4](=[CH2:7])[CH2:5][OH:6].[CH2:8]([O:12][C:13]1[CH:18]=[C:17](Cl)[N:16]=[CH:15][N:14]=1)[C:9]#[C:10][CH3:11].[Cl-].[NH4+]. The catalyst class is: 7. Product: [CH2:8]([O:12][C:13]1[CH:18]=[C:17]([O:6][CH2:5][C:4]([CH3:3])=[CH2:7])[N:16]=[CH:15][N:14]=1)[C:9]#[C:10][CH3:11]. (8) Reactant: [Cl:1][C:2]1[CH:3]=[C:4]([S:9]([NH:12][C:13]2[CH:22]=[CH:21][CH:20]=[C:19]3[C:14]=2[CH:15]=[CH:16][CH:17]=[C:18]3[C:23]([OH:25])=O)(=[O:11])=[O:10])[CH:5]=[C:6]([Cl:8])[CH:7]=1.[NH3:26]. Product: [Cl:1][C:2]1[CH:3]=[C:4]([S:9]([NH:12][C:13]2[CH:22]=[CH:21][CH:20]=[C:19]3[C:14]=2[CH:15]=[CH:16][CH:17]=[C:18]3[C:23]([NH2:26])=[O:25])(=[O:11])=[O:10])[CH:5]=[C:6]([Cl:8])[CH:7]=1. The catalyst class is: 7. (9) Reactant: [NH2:1][CH:2]([C:7]1[CH:12]=[CH:11][C:10]([Cl:13])=[CH:9][CH:8]=1)[CH2:3][C:4](O)=[O:5].CO. Product: [NH2:1][CH:2]([C:7]1[CH:8]=[CH:9][C:10]([Cl:13])=[CH:11][CH:12]=1)[CH2:3][CH2:4][OH:5]. The catalyst class is: 1. (10) Reactant: [C:1]([C:4]1[NH:8][N:7]=[C:6]([C:9]([NH:11][CH2:12][CH2:13][N:14]2[CH:18]=[CH:17][C:16]([C:19]3[CH:24]=[CH:23][C:22]([C:25]#[N:26])=[C:21]([N+:27]([O-:29])=[O:28])[CH:20]=3)=[N:15]2)=[O:10])[CH:5]=1)(=O)[CH3:2].C([O-])(=O)C.[Na+].Cl.[NH2:36][OH:37].N1C=CC=CC=1. Product: [C:25]([C:22]1[CH:23]=[CH:24][C:19]([C:16]2[CH:17]=[CH:18][N:14]([CH2:13][CH2:12][NH:11][C:9]([C:6]3[NH:7][N:8]=[C:4]([C:1](=[N:36][OH:37])[CH3:2])[CH:5]=3)=[O:10])[N:15]=2)=[CH:20][C:21]=1[N+:27]([O-:29])=[O:28])#[N:26]. The catalyst class is: 8.